From a dataset of Full USPTO retrosynthesis dataset with 1.9M reactions from patents (1976-2016). Predict the reactants needed to synthesize the given product. (1) Given the product [CH3:19][O:18][C:12]1[C:13]([CH2:17][C:3]([F:6])([F:5])[F:4])=[CH:14][CH:15]=[CH:16][C:11]=1[CH3:10], predict the reactants needed to synthesize it. The reactants are: C[Si](C)(C)[C:3]([F:6])([F:5])[F:4].Br[CH2:10][C:11]1[CH:16]=[CH:15][CH:14]=[C:13]([CH3:17])[C:12]=1[O:18][CH3:19].[F-].[K+].[OH-].[Na+]. (2) Given the product [CH3:15][N:9]1[C:10]([C:11]([F:12])([F:13])[F:14])=[C:6]([C:4]([OH:5])=[O:3])[C:7]([CH:16]([F:18])[F:17])=[N:8]1, predict the reactants needed to synthesize it. The reactants are: C([O:3][C:4]([C:6]1[C:7]([CH:16]([F:18])[F:17])=[N:8][N:9]([CH3:15])[C:10]=1[C:11]([F:14])([F:13])[F:12])=[O:5])C.[OH-].[Na+]. (3) Given the product [Br:7][C:8]1[CH:13]=[CH:12][C:11]([CH:14]([F:15])[F:16])=[CH:10][C:9]=1[CH2:17][N:4]1[N:5]=[N:6][C:2]([CH3:1])=[N:3]1, predict the reactants needed to synthesize it. The reactants are: [CH3:1][C:2]1[N:3]=[N:4][NH:5][N:6]=1.[Br:7][C:8]1[CH:13]=[CH:12][C:11]([CH:14]([F:16])[F:15])=[CH:10][C:9]=1[CH2:17]Br.C(=O)([O-])[O-].[K+].[K+].O. (4) Given the product [N:19]1([CH2:2][C:3]([NH:5][C:6]2[CH:7]=[C:8]([CH:12]=[CH:13][C:14]=2[C:15]([F:18])([F:17])[F:16])[C:9]([OH:11])=[O:10])=[O:4])[CH2:24][CH2:23][O:22][CH2:21][CH2:20]1, predict the reactants needed to synthesize it. The reactants are: Cl[CH2:2][C:3]([NH:5][C:6]1[CH:7]=[C:8]([CH:12]=[CH:13][C:14]=1[C:15]([F:18])([F:17])[F:16])[C:9]([OH:11])=[O:10])=[O:4].[NH:19]1[CH2:24][CH2:23][O:22][CH2:21][CH2:20]1.C(N(CC)CC)C.[I-].[K+]. (5) Given the product [CH3:5][O:6][C:7](=[O:44])[C:8]1[CH:13]=[C:12]([C:14]2[O:18][N:17]=[C:16]([CH3:19])[C:15]=2[C:20]2[CH:21]=[CH:22][C:23]([O:26][CH3:27])=[CH:24][CH:25]=2)[C:11]([OH:28])=[CH:10][C:9]=1[OH:36], predict the reactants needed to synthesize it. The reactants are: C([O-])=O.[NH4+].[CH3:5][O:6][C:7](=[O:44])[C:8]1[CH:13]=[C:12]([C:14]2[O:18][N:17]=[C:16]([CH3:19])[C:15]=2[C:20]2[CH:25]=[CH:24][C:23]([O:26][CH3:27])=[CH:22][CH:21]=2)[C:11]([O:28]CC2C=CC=CC=2)=[CH:10][C:9]=1[O:36]CC1C=CC=CC=1.C(OCC)(=O)C. (6) Given the product [NH:8]1[CH2:9][CH2:10][CH:11]([C:14]2[CH:41]=[C:17]3[CH2:18][N:19]([C:23]([O:25][CH2:26][C:27]4[CH:32]=[C:31]([C:33]([F:35])([F:34])[F:36])[CH:30]=[C:29]([C:37]([F:38])([F:40])[F:39])[CH:28]=4)=[O:24])[CH2:20][CH2:21][CH2:22][N:16]3[N:15]=2)[CH2:12][CH2:13]1, predict the reactants needed to synthesize it. The reactants are: C(OC([N:8]1[CH2:13][CH2:12][CH:11]([C:14]2[CH:41]=[C:17]3[CH2:18][N:19]([C:23]([O:25][CH2:26][C:27]4[CH:32]=[C:31]([C:33]([F:36])([F:35])[F:34])[CH:30]=[C:29]([C:37]([F:40])([F:39])[F:38])[CH:28]=4)=[O:24])[CH2:20][CH2:21][CH2:22][N:16]3[N:15]=2)[CH2:10][CH2:9]1)=O)(C)(C)C.